From a dataset of Full USPTO retrosynthesis dataset with 1.9M reactions from patents (1976-2016). Predict the reactants needed to synthesize the given product. (1) Given the product [OH:24][C:19]1[CH:18]=[C:17]([C:15]([C@@H:4]2[C@:5]3([CH3:14])[C@H:10]([C:9]([CH3:13])([CH3:12])[CH2:8][CH2:7][CH2:6]3)[CH2:11][C@@H:2]([NH:1][C:54]([C:49]3[CH:50]=[CH:51][CH:52]=[CH:53][N:48]=3)=[O:55])[C@H:3]2[CH3:25])=[O:16])[CH:22]=[C:21]([OH:23])[CH:20]=1, predict the reactants needed to synthesize it. The reactants are: [NH2:1][C@@H:2]1[CH2:11][C@@H:10]2[C@:5]([CH3:14])([CH2:6][CH2:7][CH2:8][C:9]2([CH3:13])[CH3:12])[C@@H:4]([C:15]([C:17]2[CH:18]=[C:19]([OH:24])[CH:20]=[C:21]([OH:23])[CH:22]=2)=[O:16])[C@@H:3]1[CH3:25].F[B-](F)(F)F.N1(OC(N(C)C)=[N+](C)C)C2C=CC=CC=2N=N1.[N:48]1[CH:53]=[CH:52][CH:51]=[CH:50][C:49]=1[C:54](O)=[O:55].C(N(CC)C(C)C)(C)C. (2) Given the product [C:23]([O:22][C:20]([N:14]1[CH2:15][C:16]2([CH2:17][N:18]([C:3]3[C:2]([Cl:1])=[CH:7][C:6]([N+:8]([O-:10])=[O:9])=[CH:5][C:4]=3[Cl:11])[CH2:19]2)[CH2:13]1)=[O:21])([CH3:26])([CH3:24])[CH3:25], predict the reactants needed to synthesize it. The reactants are: [Cl:1][C:2]1[CH:7]=[C:6]([N+:8]([O-:10])=[O:9])[CH:5]=[C:4]([Cl:11])[C:3]=1F.[CH2:13]1[C:16]2([CH2:19][NH:18][CH2:17]2)[CH2:15][N:14]1[C:20]([O:22][C:23]([CH3:26])([CH3:25])[CH3:24])=[O:21].C([O-])([O-])=O.[Cs+].[Cs+].CN(C=O)C. (3) Given the product [CH3:22][C:2]1[CH:3]=[C:4]2[C:9](=[CH:10][C:11]=1[F:12])[O:8][CH:7]([C:13]([F:16])([F:15])[F:14])[C:6]([C:17]([OH:19])=[O:18])=[CH:5]2, predict the reactants needed to synthesize it. The reactants are: Br[C:2]1[CH:3]=[C:4]2[C:9](=[CH:10][C:11]=1[F:12])[O:8][CH:7]([C:13]([F:16])([F:15])[F:14])[C:6]([C:17]([O:19]CC)=[O:18])=[CH:5]2.[C:22](=O)([O-])[O-].[K+].[K+].CB1OB(C)OB(C)O1.C(OCC)(=O)C. (4) Given the product [CH3:3][C:4]([CH3:14])=[CH:5][CH:6]1[CH:8]([C:9]([O:2][CH3:1])=[O:10])[C:7]1([CH3:13])[CH3:12], predict the reactants needed to synthesize it. The reactants are: [CH3:1][OH:2].[CH3:3][C:4]([CH3:14])=[CH:5][CH:6]1[CH:8]([C:9](Cl)=[O:10])[C:7]1([CH3:13])[CH3:12]. (5) The reactants are: [NH2:1][C@H:2]([C:23]1[CH:28]=[CH:27][CH:26]=[CH:25][CH:24]=1)[CH2:3][CH2:4][N:5]1[CH2:10][CH2:9][CH:8]([C:11]2[CH:12]=[C:13]([NH:17][C:18](=[O:22])[CH:19]([CH3:21])[CH3:20])[CH:14]=[CH:15][CH:16]=2)[CH2:7][CH2:6]1.[O:29]([C:36]1[N:44]=[CH:43][CH:42]=[CH:41][C:37]=1[C:38](Cl)=[O:39])[C:30]1[CH:35]=[CH:34][CH:33]=[CH:32][CH:31]=1. Given the product [C:18]([NH:17][C:13]1[CH:12]=[C:11]([CH:8]2[CH2:9][CH2:10][N:5]([CH2:4][CH2:3][C@H:2]([NH:1][C:38](=[O:39])[C:37]3[CH:41]=[CH:42][CH:43]=[N:44][C:36]=3[O:29][C:30]3[CH:31]=[CH:32][CH:33]=[CH:34][CH:35]=3)[C:23]3[CH:24]=[CH:25][CH:26]=[CH:27][CH:28]=3)[CH2:6][CH2:7]2)[CH:16]=[CH:15][CH:14]=1)(=[O:22])[CH:19]([CH3:21])[CH3:20], predict the reactants needed to synthesize it. (6) Given the product [CH:1]([O:4][C:5]([N:7]1[CH2:8][CH2:9][CH:10]([O:13][C:15]2[C:20]([CH3:21])=[C:19]([O:22][C:23]3[C:24]([CH3:29])=[N:25][CH:26]=[CH:27][CH:28]=3)[N:18]=[CH:17][N:16]=2)[CH2:11][CH2:12]1)=[O:6])([CH3:3])[CH3:2], predict the reactants needed to synthesize it. The reactants are: [CH:1]([O:4][C:5]([N:7]1[CH2:12][CH2:11][CH:10]([OH:13])[CH2:9][CH2:8]1)=[O:6])([CH3:3])[CH3:2].Cl[C:15]1[C:20]([CH3:21])=[C:19]([O:22][C:23]2[C:24]([CH3:29])=[N:25][CH:26]=[CH:27][CH:28]=2)[N:18]=[CH:17][N:16]=1.CC(C)([O-])C.[K+]. (7) The reactants are: Br[C:2]1[CH:11]=[C:10]([C:12]([N:14]2[CH2:19][CH2:18][CH:17]([N:20]3[CH2:32][CH2:31][CH2:30][C:22]4([C:26](=[O:27])[O:25][C:24]([CH3:29])([CH3:28])[CH2:23]4)[CH2:21]3)[CH2:16][CH2:15]2)=[O:13])[C:9]2[C:4](=[CH:5][CH:6]=[CH:7][CH:8]=2)[N:3]=1.Cl.[CH3:34][O:35][CH:36]1[CH2:41][CH2:40][NH:39][CH2:38][CH2:37]1.C(OC(C)C)(C)C. Given the product [CH3:34][O:35][CH:36]1[CH2:41][CH2:40][N:39]([C:2]2[CH:11]=[C:10]([C:12]([N:14]3[CH2:15][CH2:16][CH:17]([N:20]4[CH2:32][CH2:31][CH2:30][C:22]5([C:26](=[O:27])[O:25][C:24]([CH3:28])([CH3:29])[CH2:23]5)[CH2:21]4)[CH2:18][CH2:19]3)=[O:13])[C:9]3[C:4](=[CH:5][CH:6]=[CH:7][CH:8]=3)[N:3]=2)[CH2:38][CH2:37]1, predict the reactants needed to synthesize it.